From a dataset of Forward reaction prediction with 1.9M reactions from USPTO patents (1976-2016). Predict the product of the given reaction. (1) Given the reactants [H-].[Na+].[Cl:3][C:4]1[CH:12]=[CH:11][C:10]2[NH:9][C:8]3[CH2:13][CH2:14][N:15]([C:18]([O:20][C:21]([CH3:24])([CH3:23])[CH3:22])=[O:19])[CH2:16][CH2:17][C:7]=3[C:6]=2[C:5]=1[Cl:25].[F:26][C:27]1[CH:36]=[CH:35][C:30]([O:31][CH2:32][CH2:33]Br)=[CH:29][CH:28]=1, predict the reaction product. The product is: [Cl:3][C:4]1[CH:12]=[CH:11][C:10]2[N:9]([CH2:33][CH2:32][O:31][C:30]3[CH:35]=[CH:36][C:27]([F:26])=[CH:28][CH:29]=3)[C:8]3[CH2:13][CH2:14][N:15]([C:18]([O:20][C:21]([CH3:22])([CH3:24])[CH3:23])=[O:19])[CH2:16][CH2:17][C:7]=3[C:6]=2[C:5]=1[Cl:25]. (2) Given the reactants [N-]1C=CN=C1.CO.[C:8]([C:15]1NC=CN=1)([C:10]1NC=CN=1)=[O:9].ClCCl.[O:23]1[CH2:27][CH2:26][CH2:25][CH2:24]1, predict the reaction product. The product is: [OH:9][C:8]1[CH:10]=[C:25]([CH:26]=[CH:27][CH:15]=1)[CH2:24][OH:23]. (3) Given the reactants [F:1][C:2]([F:7])([F:6])[C:3]([OH:5])=[O:4].[Cl:8][C:9]1[CH:18]=[CH:17][CH:16]=[C:15]2[C:10]=1[C:11](=[O:35])[N:12]([C:29]1[CH:34]=[CH:33][CH:32]=[CH:31][CH:30]=1)[C:13]([C@@H:19]([NH:21]C(=O)OC(C)(C)C)[CH3:20])=[N:14]2, predict the reaction product. The product is: [F:1][C:2]([F:7])([F:6])[C:3]([OH:5])=[O:4].[NH2:21][C@H:19]([C:13]1[N:12]([C:29]2[CH:30]=[CH:31][CH:32]=[CH:33][CH:34]=2)[C:11](=[O:35])[C:10]2[C:15](=[CH:16][CH:17]=[CH:18][C:9]=2[Cl:8])[N:14]=1)[CH3:20]. (4) Given the reactants [CH3:1][C:2]1[C:6]2[C:7](=[O:19])[N:8]([CH2:11][CH2:12][N:13]3[CH2:18][CH2:17][CH2:16][CH2:15][CH2:14]3)[CH2:9][CH2:10][C:5]=2[NH:4][C:3]=1[CH:20]=O.[F:22][C:23]1[CH:24]=[C:25]2[C:29](=[CH:30][C:31]=1[NH:32][C:33](=[O:37])[CH2:34][O:35][CH3:36])[NH:28][C:27](=[O:38])[CH2:26]2, predict the reaction product. The product is: [F:22][C:23]1[CH:24]=[C:25]2[C:29](=[CH:30][C:31]=1[NH:32][C:33](=[O:37])[CH2:34][O:35][CH3:36])[NH:28][C:27](=[O:38])[C:26]2=[CH:20][C:3]1[NH:4][C:5]2[CH2:10][CH2:9][N:8]([CH2:11][CH2:12][N:13]3[CH2:14][CH2:15][CH2:16][CH2:17][CH2:18]3)[C:7](=[O:19])[C:6]=2[C:2]=1[CH3:1]. (5) Given the reactants [C:1]1([CH3:17])[CH:6]=[CH:5][CH:4]=[C:3]([N:7]2[C:11]([NH2:12])=[CH:10][C:9]([C:13]([F:16])([F:15])[F:14])=[N:8]2)[CH:2]=1.Cl[C:19]([O:21][C:22]1[CH:27]=[CH:26][CH:25]=[CH:24][CH:23]=1)=[O:20], predict the reaction product. The product is: [C:1]1([CH3:17])[CH:6]=[CH:5][CH:4]=[C:3]([N:7]2[C:11]([NH:12][C:19](=[O:20])[O:21][C:22]3[CH:27]=[CH:26][CH:25]=[CH:24][CH:23]=3)=[CH:10][C:9]([C:13]([F:15])([F:14])[F:16])=[N:8]2)[CH:2]=1. (6) Given the reactants [Br:1][C:2]1[CH:30]=[CH:29][C:5]([CH2:6][C@@H:7]([C:26](O)=[O:27])[NH:8][C:9]([C@H:11]2[CH2:16][CH2:15][C@H:14]([CH2:17][NH:18][C:19]([O:21][C:22]([CH3:25])([CH3:24])[CH3:23])=[O:20])[CH2:13][CH2:12]2)=[O:10])=[CH:4][CH:3]=1.[NH2:31][C:32]1[CH:37]=[CH:36][C:35]([C:38]2[NH:42][N:41]=[C:40]([C:43]([F:52])([F:51])[C:44]([F:50])([F:49])[C:45]([O:47][CH3:48])=[O:46])[N:39]=2)=[CH:34][CH:33]=1.C(P1(=O)OP(=O)(CCC)OP(=O)(CCC)O1)CC.O, predict the reaction product. The product is: [Br:1][C:2]1[CH:30]=[CH:29][C:5]([CH2:6][C@@H:7]([C:26]([NH:31][C:32]2[CH:33]=[CH:34][C:35]([C:38]3[NH:42][N:41]=[C:40]([C:43]([F:52])([F:51])[C:44]([F:50])([F:49])[C:45]([O:47][CH3:48])=[O:46])[N:39]=3)=[CH:36][CH:37]=2)=[O:27])[NH:8][C:9]([C@H:11]2[CH2:12][CH2:13][C@H:14]([CH2:17][NH:18][C:19]([O:21][C:22]([CH3:25])([CH3:24])[CH3:23])=[O:20])[CH2:15][CH2:16]2)=[O:10])=[CH:4][CH:3]=1. (7) Given the reactants [OH:1][CH:2]1[CH2:7][CH2:6][N:5]([C:8]([N:10]2[CH2:15][CH:14]([C:16]3[CH:21]=[CH:20][C:19]([C:22]([F:25])([F:24])[F:23])=[CH:18][CH:17]=3)[CH2:13][CH:12]([C:26]([OH:28])=O)[CH2:11]2)=[O:9])[CH2:4][CH2:3]1.O[N:30]=[C:31]([NH2:37])[CH2:32][S:33]([CH3:36])(=[O:35])=[O:34], predict the reaction product. The product is: [OH:1][CH:2]1[CH2:7][CH2:6][N:5]([C:8]([N:10]2[CH2:15][CH:14]([C:16]3[CH:21]=[CH:20][C:19]([C:22]([F:24])([F:25])[F:23])=[CH:18][CH:17]=3)[CH2:13][CH:12]([C:26]3[O:28][N:37]=[C:31]([CH2:32][S:33]([CH3:36])(=[O:35])=[O:34])[N:30]=3)[CH2:11]2)=[O:9])[CH2:4][CH2:3]1. (8) Given the reactants [CH3:1][C:2]([CH3:12])=[CH:3][CH2:4][C:5]1[CH:10]=[CH:9][C:8]([OH:11])=[CH:7][CH:6]=1.[Al].[CH2:14]([CH:19]1[CH2:24][CH2:23][CH:22]([OH:25])[CH2:21][CH2:20]1)[CH2:15][CH:16]([CH3:18])[CH3:17], predict the reaction product. The product is: [CH2:4]([C@@H:5]1[CH2:6][CH2:7][C@H:8]([OH:11])[CH2:9][CH2:10]1)[CH2:3][CH:2]([CH3:12])[CH3:1].[CH2:14]([C@H:19]1[CH2:20][CH2:21][C@H:22]([OH:25])[CH2:23][CH2:24]1)[CH2:15][CH:16]([CH3:18])[CH3:17].